This data is from TCR-epitope binding with 47,182 pairs between 192 epitopes and 23,139 TCRs. The task is: Binary Classification. Given a T-cell receptor sequence (or CDR3 region) and an epitope sequence, predict whether binding occurs between them. (1) The epitope is IVDTVSALV. The TCR CDR3 sequence is CASSQDHRMGGHEKLFF. Result: 0 (the TCR does not bind to the epitope). (2) The epitope is YVFCTVNAL. The TCR CDR3 sequence is CSASGWVRQGAFYEQYF. Result: 0 (the TCR does not bind to the epitope).